Task: Predict which catalyst facilitates the given reaction.. Dataset: Catalyst prediction with 721,799 reactions and 888 catalyst types from USPTO (1) Reactant: [S:1]([Cl:5])(Cl)(=[O:3])=[O:2].[CH3:6][NH:7][CH2:8][C:9]#[N:10]. Product: [C:9]([CH2:8][N:7]([CH3:6])[S:1]([Cl:5])(=[O:3])=[O:2])#[N:10]. The catalyst class is: 143. (2) Reactant: Cl.[C@@H:2]12[NH:9][C@@H:6]([CH2:7][CH2:8]1)[CH2:5][N:4]([C:10]1[CH:15]=[CH:14][N:13]=[C:12]([NH:16][C:17]3[CH:18]=[N:19][N:20]([CH3:22])[CH:21]=3)[N:11]=1)[CH2:3]2.[C:23]([C:25]1[CH:30]=[CH:29][N:28]=[C:27](Cl)[CH:26]=1)#[N:24].C(N(CC)CC)C. Product: [CH3:22][N:20]1[CH:21]=[C:17]([NH:16][C:12]2[N:11]=[C:10]([N:4]3[CH2:5][C@H:6]4[N:9]([C:27]5[CH:26]=[C:25]([C:23]#[N:24])[CH:30]=[CH:29][N:28]=5)[C@H:2]([CH2:8][CH2:7]4)[CH2:3]3)[CH:15]=[CH:14][N:13]=2)[CH:18]=[N:19]1. The catalyst class is: 41. (3) Reactant: [I:1][C:2]1[C:10]2[C:5](=[CH:6][CH:7]=[C:8]([C:11]([NH:13][NH2:14])=[O:12])[CH:9]=2)[N:4]([S:15]([C:18]2[CH:24]=[CH:23][C:21]([CH3:22])=[CH:20][CH:19]=2)(=[O:17])=[O:16])[CH:3]=1.C(N(C(C)C)C(C)C)C.C1N=CN([C:39](N2C=NC=C2)=[O:40])C=1. Product: [I:1][C:2]1[C:10]2[C:5](=[CH:6][CH:7]=[C:8]([C:11]3[O:12][C:39](=[O:40])[NH:14][N:13]=3)[CH:9]=2)[N:4]([S:15]([C:18]2[CH:24]=[CH:23][C:21]([CH3:22])=[CH:20][CH:19]=2)(=[O:16])=[O:17])[CH:3]=1. The catalyst class is: 3. (4) Reactant: [O:1]1[CH2:5][CH2:4][O:3][CH:2]1[CH2:6][CH2:7][CH2:8][C:9]1[CH:14]=[CH:13][C:12]([O:15][CH2:16][CH2:17][O:18][CH3:19])=[CH:11][C:10]=1[OH:20].[H-].[Na+].Cl[C:24]1[C:29]([Cl:30])=[CH:28][C:27]([C:31]([F:34])([F:33])[F:32])=[CH:26][N:25]=1.[Cl-].[NH4+]. Product: [Cl:30][C:29]1[C:24]([O:20][C:10]2[CH:11]=[C:12]([O:15][CH2:16][CH2:17][O:18][CH3:19])[CH:13]=[CH:14][C:9]=2[CH2:8][CH2:7][CH2:6][CH:2]2[O:3][CH2:4][CH2:5][O:1]2)=[N:25][CH:26]=[C:27]([C:31]([F:33])([F:32])[F:34])[CH:28]=1. The catalyst class is: 9. (5) Reactant: [CH2:1]([O:8][C:9]([N:11]1[CH2:16][CH:15]([O:17][Si](C(C)C)(C(C)C)C(C)C)[CH:14]([C:28]2[CH:33]=[CH:32][C:31]([CH:34]([O:38][C:39](=[O:43])[CH2:40][O:41][CH3:42])[CH:35]([CH3:37])[CH3:36])=[CH:30][CH:29]=2)[CH:13]([O:44][CH2:45][C:46]2[CH:47]=[CH:48][C:49]3[O:54][CH2:53][CH2:52][N:51]([CH2:55][CH2:56][CH2:57][O:58][CH3:59])[C:50]=3[CH:60]=2)[CH2:12]1)=[O:10])[C:2]1[CH:7]=[CH:6][CH:5]=[CH:4][CH:3]=1.[F-].C([N+](CCCC)(CCCC)CCCC)CCC. Product: [CH2:1]([O:8][C:9]([N:11]1[CH2:12][CH:13]([O:44][CH2:45][C:46]2[CH:47]=[CH:48][C:49]3[O:54][CH2:53][CH2:52][N:51]([CH2:55][CH2:56][CH2:57][O:58][CH3:59])[C:50]=3[CH:60]=2)[CH:14]([C:28]2[CH:33]=[CH:32][C:31]([CH:34]([O:38][C:39](=[O:43])[CH2:40][O:41][CH3:42])[CH:35]([CH3:36])[CH3:37])=[CH:30][CH:29]=2)[CH:15]([OH:17])[CH2:16]1)=[O:10])[C:2]1[CH:7]=[CH:6][CH:5]=[CH:4][CH:3]=1. The catalyst class is: 7. (6) Reactant: [CH3:1][C:2]1[N:6]([CH2:7][C:8](OC)=[O:9])[C:5]2[S:12][CH:13]=[CH:14][C:4]=2[C:3]=1[C:15]([C:17]1[CH:26]=[CH:25][C:24]2[C:19](=[CH:20][CH:21]=[CH:22][CH:23]=2)[N:18]=1)=[O:16].[BH4-].[Na+]. Product: [OH:9][CH2:8][CH2:7][N:6]1[C:2]([CH3:1])=[C:3]([C:15]([C:17]2[CH:26]=[CH:25][C:24]3[C:19](=[CH:20][CH:21]=[CH:22][CH:23]=3)[N:18]=2)=[O:16])[C:4]2[CH:14]=[CH:13][S:12][C:5]1=2. The catalyst class is: 5. (7) Reactant: Cl[C:2]1[C:15]2[C:16]3=[C:17]4[C:12](=[CH:13][CH:14]=2)[C:11](Cl)=[CH:10][C:9](Cl)=[C:8]4[CH:7]=[CH:6][C:5]3=[C:4](Cl)[CH:3]=1.[CH3:21][Si:22]([CH3:33])([CH3:32])[C:23]1[CH:24]=[C:25](B(O)O)[CH:26]=[CH:27][CH:28]=1.C(P(C(C)(C)C)[CH2:39][Si:40]([CH3:43])([CH3:42])[CH3:41])(C)(C)C.C(=O)([O-])[O-].[Cs+].[Cs+]. Product: [CH3:21][Si:22]([CH3:33])([CH3:32])[C:23]1[CH:24]=[C:25]([C:2]2[C:15]3[C:16]4=[C:17]5[C:12](=[CH:13][CH:14]=3)[C:11]([C:25]3[CH:26]=[CH:27][CH:28]=[C:23]([Si:22]([CH3:33])([CH3:32])[CH3:21])[CH:24]=3)=[CH:10][C:9]([C:25]3[CH:26]=[CH:27][CH:28]=[C:23]([Si:22]([CH3:33])([CH3:32])[CH3:21])[CH:24]=3)=[C:8]5[CH:7]=[CH:6][C:5]4=[C:4]([C:3]3[CH:2]=[CH:15][CH:14]=[C:39]([Si:40]([CH3:42])([CH3:41])[CH3:43])[CH:4]=3)[CH:3]=2)[CH:26]=[CH:27][CH:28]=1. The catalyst class is: 552. (8) Reactant: O.[C:2]1([CH3:12])[CH:7]=[CH:6][C:5]([S:8]([OH:11])(=[O:10])=[O:9])=[CH:4][CH:3]=1.[CH3:13][C:14]([NH2:26])([C:16]1[CH:21]=[CH:20][CH:19]=[C:18]([C:22]([F:25])([F:24])[F:23])[N:17]=1)[CH3:15]. Product: [CH3:12][C:2]1[CH:3]=[CH:4][C:5]([S:8]([OH:11])(=[O:10])=[O:9])=[CH:6][CH:7]=1.[CH3:15][C:14]([NH2:26])([C:16]1[CH:21]=[CH:20][CH:19]=[C:18]([C:22]([F:24])([F:25])[F:23])[N:17]=1)[CH3:13]. The catalyst class is: 282. (9) Reactant: [C:1]1([NH2:8])[CH:6]=[CH:5][C:4]([NH2:7])=[CH:3][CH:2]=1.[C:9]1(=[O:15])[O:14][C:12](=[O:13])[CH:11]=[CH:10]1.[OH-].[Li+:17]. Product: [NH2:7][C:4]1[CH:5]=[CH:6][C:1]([NH:8][C:9](=[O:15])/[CH:10]=[CH:11]\[C:12]([O-:14])=[O:13])=[CH:2][CH:3]=1.[Li+:17]. The catalyst class is: 30.